This data is from Buchwald-Hartwig C-N cross coupling reaction yields with 55,370 reactions. The task is: Predict the reaction yield, written as a fraction of the theoretical maximum amount of product (1.0 means a 100% yield; for example, 0.34 means a 34% yield). The reactants are Clc1ccccn1.Cc1ccc(N)cc1.O=S(=O)(O[Pd]1c2ccccc2-c2ccccc2N~1)C(F)(F)F.CC(C)c1cc(C(C)C)c(-c2ccccc2P(C2CCCCC2)C2CCCCC2)c(C(C)C)c1.CN(C)C(=NC(C)(C)C)N(C)C.c1ccc(CN(Cc2ccccc2)c2ccno2)cc1. No catalyst specified. The product is Cc1ccc(Nc2ccccn2)cc1. The yield is 0.150.